From a dataset of Forward reaction prediction with 1.9M reactions from USPTO patents (1976-2016). Predict the product of the given reaction. (1) Given the reactants S(Cl)(C1C=CC(C)=CC=1)(=O)=O.[C:12]([OH:19])(=O)[CH2:13][CH:14]=[CH:15][CH2:16][CH3:17].[C:20]1([C:26]#[C:27][C:28]2[CH:46]=[CH:45][C:31]([C:32]([NH:34][C:35]3[CH:40]=[CH:39][CH:38]=[CH:37][C:36]=3[S:41](=[O:44])(=[O:43])[NH2:42])=[O:33])=[CH:30][CH:29]=2)[CH:25]=[CH:24][CH:23]=[CH:22][CH:21]=1, predict the reaction product. The product is: [C:20]1([C:26]#[C:27][C:28]2[CH:46]=[CH:45][C:31]([C:32]([NH:34][C:35]3[CH:40]=[CH:39][CH:38]=[CH:37][C:36]=3[S:41]([NH:42][C:12](=[O:19])[CH2:13]/[CH:14]=[CH:15]/[CH2:16][CH3:17])(=[O:43])=[O:44])=[O:33])=[CH:30][CH:29]=2)[CH:21]=[CH:22][CH:23]=[CH:24][CH:25]=1. (2) Given the reactants [H-].[Al+3].[Li+].[H-].[H-].[H-].C[O:8][C:9]([C:11]1[CH:31]=[CH:30][C:14]2[N:15]=[C:16]([CH2:19][CH2:20][CH2:21][CH2:22][N:23]([CH2:27][CH2:28][CH3:29])[CH2:24][CH2:25][CH3:26])[N:17]([CH3:18])[C:13]=2[CH:12]=1)=O.O.O.O.O.O.O.O.O.O.O.S([O-])([O-])(=O)=O.[Na+].[Na+], predict the reaction product. The product is: [CH2:27]([N:23]([CH2:24][CH2:25][CH3:26])[CH2:22][CH2:21][CH2:20][CH2:19][C:16]1[N:17]([CH3:18])[C:13]2[CH:12]=[C:11]([CH2:9][OH:8])[CH:31]=[CH:30][C:14]=2[N:15]=1)[CH2:28][CH3:29]. (3) Given the reactants C([O:5][C:6](=O)[NH:7][C@H:8]1[CH2:13][C@H:12]([C:14]([N:16]([CH3:18])[CH3:17])=[O:15])[CH2:11][CH2:10][C@H:9]1[NH:19][C:20](=[O:31])[C:21]([NH:23][C:24]1[CH:29]=[CH:28][C:27]([Cl:30])=[CH:26][N:25]=1)=[O:22])(C)(C)C.[CH3:33][N:34]1[CH2:39][CH2:38][C:37]2[N:40]=[C:41](C([O-])=O)[S:42][C:36]=2[CH2:35]1.[Li+].Cl.CN(C)CCCN=C=NCC.ON1C2C=CC=CC=2N=N1.C(N(CC)CC)C, predict the reaction product. The product is: [Cl:30][C:27]1[CH:28]=[CH:29][C:24]([NH:23][C:21](=[O:22])[C:20]([NH:19][C@@H:9]2[CH2:10][CH2:11][C@@H:12]([C:14]([N:16]([CH3:18])[CH3:17])=[O:15])[CH2:13][C@@H:8]2[NH:7][C:6]([C:41]2[S:42][C:36]3[CH2:35][N:34]([CH3:33])[CH2:39][CH2:38][C:37]=3[N:40]=2)=[O:5])=[O:31])=[N:25][CH:26]=1.